Dataset: Choline transporter screen with 302,306 compounds. Task: Binary Classification. Given a drug SMILES string, predict its activity (active/inactive) in a high-throughput screening assay against a specified biological target. (1) The drug is S(=O)(=O)(N1CC(CCC1)C(=O)NCCC(C)C)c1cc2CC(N(C(=O)C3CC3)c2cc1)C. The result is 0 (inactive). (2) The drug is o1c2c(cc(N3C(=O)c4c(C3=O)cccc4)c1=O)cc(OC)cc2. The result is 0 (inactive). (3) The drug is O=C(Nc1c2CCCCc2ccc1)C\C(=N\NC(=O)C)C. The result is 0 (inactive). (4) The drug is O=C(Nc1c(N2CCN(CC2)c2ccccc2)cccc1)CCCCC. The result is 0 (inactive). (5) The compound is S(CC(=O)N(CC)CC)CC(=O)NCc1ccc(cc1)C(OC)=O. The result is 0 (inactive). (6) The molecule is Clc1ccc(C2NC(C(C2[N+]([O-])=O)c2ccccc2)C(OCC)O)cc1. The result is 0 (inactive).